Dataset: Reaction yield outcomes from USPTO patents with 853,638 reactions. Task: Predict the reaction yield, written as a fraction of the theoretical maximum amount of product (1.0 means a 100% yield; for example, 0.34 means a 34% yield). The reactants are [Br:1][C:2]1[C:10]2[C:9]([NH:11][NH2:12])=[N:8][CH:7]=[N:6][C:5]=2[S:4][CH:3]=1.[CH2:13](OC(OCC)OCC)C.C(OCC)(=O)C. The catalyst is C(O)C. The product is [Br:1][C:2]1[C:10]2[C:9]3[N:8]([CH:13]=[N:12][N:11]=3)[CH:7]=[N:6][C:5]=2[S:4][CH:3]=1. The yield is 0.380.